The task is: Predict the reaction yield, written as a fraction of the theoretical maximum amount of product (1.0 means a 100% yield; for example, 0.34 means a 34% yield).. This data is from Reaction yield outcomes from USPTO patents with 853,638 reactions. (1) The reactants are [F:1][C:2]([F:18])([F:17])[C:3]1[CH:4]=[C:5]([NH:13][CH2:14][CH2:15][OH:16])[CH:6]=[C:7]([C:9]([F:12])([F:11])[F:10])[CH:8]=1.N1C=CN=C1.[C:24]([Si:28]([CH3:31])([CH3:30])Cl)([CH3:27])([CH3:26])[CH3:25].O. The catalyst is CC(N(C)C)=O. The product is [Si:28]([O:16][CH2:15][CH2:14][NH:13][C:5]1[CH:4]=[C:3]([C:2]([F:17])([F:18])[F:1])[CH:8]=[C:7]([C:9]([F:12])([F:10])[F:11])[CH:6]=1)([C:24]([CH3:27])([CH3:26])[CH3:25])([CH3:31])[CH3:30]. The yield is 0.890. (2) The reactants are C1(C)C=CC(S(O)(=O)=O)=CC=1.CN(C)C1C=CC=CN=1.[CH3:21][C:22]1[CH2:27][CH2:26][CH:25]([C:28]([OH:30])=[O:29])[CH2:24][CH:23]=1.C1(C)C=C(C)C=C(C)C=1. The catalyst is [Pd].Cl[Ti](Cl)(Cl)Cl. The product is [CH3:21][C:22]1[CH:23]=[CH:24][C:25]([C:28]([OH:30])=[O:29])=[CH:26][CH:27]=1. The yield is 0.160. (3) The reactants are [OH:1]S(O)(=O)=O.CC(C)=O.OS(O)(=O)=O.O=[Cr](=O)=O.[CH3:19][C:20]1([S:28]([C:31]2[CH:36]=[CH:35][CH:34]=[C:33]([C:37]([F:40])([F:39])[F:38])[CH:32]=2)(=[O:30])=[O:29])[CH2:25][CH2:24][O:23][CH:22]([CH2:26][OH:27])[CH2:21]1. The catalyst is O.CC(C)=O.CCOC(C)=O. The product is [CH3:19][C:20]1([S:28]([C:31]2[CH:36]=[CH:35][CH:34]=[C:33]([C:37]([F:38])([F:40])[F:39])[CH:32]=2)(=[O:29])=[O:30])[CH2:25][CH2:24][O:23][CH:22]([C:26]([OH:1])=[O:27])[CH2:21]1. The yield is 0.770. (4) The reactants are [NH2:1][C:2]([C:4]1[CH:5]=[N:6][C:7]2[C:12]([C:13]=1[NH:14][C:15]1[CH:16]=[CH:17][C:18]([OH:24])=[C:19]([CH:23]=1)[C:20]([OH:22])=[O:21])=[CH:11][CH:10]=[C:9](Br)[CH:8]=2)=[O:3].[CH3:26][C:27]1[C:31](B(O)O)=[C:30]([CH3:35])[O:29][N:28]=1.C(=O)([O-])[O-].[K+].[K+].[C:42]([OH:48])([C:44]([F:47])([F:46])[F:45])=[O:43]. The catalyst is O1CCOCC1.O.C(#N)C.C1C=CC([P]([Pd]([P](C2C=CC=CC=2)(C2C=CC=CC=2)C2C=CC=CC=2)([P](C2C=CC=CC=2)(C2C=CC=CC=2)C2C=CC=CC=2)[P](C2C=CC=CC=2)(C2C=CC=CC=2)C2C=CC=CC=2)(C2C=CC=CC=2)C2C=CC=CC=2)=CC=1. The product is [F:45][C:44]([F:47])([F:46])[C:42]([OH:48])=[O:43].[NH2:1][C:2]([C:4]1[CH:5]=[N:6][C:7]2[C:12]([C:13]=1[NH:14][C:15]1[CH:16]=[CH:17][C:18]([OH:24])=[C:19]([CH:23]=1)[C:20]([OH:22])=[O:21])=[CH:11][CH:10]=[C:9]([C:31]1[C:27]([CH3:26])=[N:28][O:29][C:30]=1[CH3:35])[CH:8]=2)=[O:3]. The yield is 0.453. (5) The reactants are Cl[CH:2]([O:6][C:7]([NH:9][CH2:10][C:11]1([CH2:17][C:18]([OH:20])=[O:19])[CH2:16][CH2:15][CH2:14][CH2:13][CH2:12]1)=[O:8])[CH:3]([CH3:5])[CH3:4].N12CCCN=C1CCCCC2.[C:32]([OH:40])(=[O:39])[C:33]1[CH:38]=[CH:37][CH:36]=[N:35][CH:34]=1. The catalyst is CC(C)=O. The product is [C:32]([O:40][CH:2]([O:6][C:7]([NH:9][CH2:10][C:11]1([CH2:17][C:18]([OH:20])=[O:19])[CH2:16][CH2:15][CH2:14][CH2:13][CH2:12]1)=[O:8])[CH:3]([CH3:5])[CH3:4])(=[O:39])[C:33]1[CH:38]=[CH:37][CH:36]=[N:35][CH:34]=1. The yield is 0.140. (6) The catalyst is CN(C=O)C. The reactants are [CH3:1]/[C:2](/[NH2:6])=[CH:3]\[C:4]#[N:5].[C:7](OCC)(=[O:10])[C:8]#[CH:9]. The product is [CH3:1][C:2]1[NH:6][C:7](=[O:10])[CH:8]=[CH:9][C:3]=1[C:4]#[N:5]. The yield is 0.310.